This data is from Full USPTO retrosynthesis dataset with 1.9M reactions from patents (1976-2016). The task is: Predict the reactants needed to synthesize the given product. (1) Given the product [CH2:5]([C@:7]1([C:16]([OH:18])=[O:17])[CH2:9][C@@H:8]1[C:10]1[CH:15]=[CH:14][CH:13]=[CH:12][CH:11]=1)[CH3:6], predict the reactants needed to synthesize it. The reactants are: CCO.O.[CH2:5]([C@:7]1([C:16]([O:18]CC)=[O:17])[CH2:9][C@@H:8]1[C:10]1[CH:15]=[CH:14][CH:13]=[CH:12][CH:11]=1)[CH3:6].[Li+].[OH-]. (2) Given the product [C:30]([C:29]1[CH:23]([C:22]2[CH:25]=[CH:26][C:19]([C:17]#[N:18])=[CH:20][CH:21]=2)[C:10]([C:11]([O:13][CH2:14][CH3:15])=[O:12])=[C:9]([CH3:16])[N:8]([C:4]2[CH:5]=[CH:6][CH:7]=[C:2]([CH3:1])[CH:3]=2)[C:28]=1[CH3:27])(=[O:32])[CH3:31], predict the reactants needed to synthesize it. The reactants are: [CH3:1][C:2]1[CH:3]=[C:4]([NH:8]/[C:9](/[CH3:16])=[CH:10]/[C:11]([O:13][CH2:14][CH3:15])=[O:12])[CH:5]=[CH:6][CH:7]=1.[C:17]([C:19]1[CH:26]=[CH:25][C:22]([CH:23]=O)=[CH:21][CH:20]=1)#[N:18].[CH3:27][C:28](=O)[CH2:29][C:30](=[O:32])[CH3:31].FC(F)(F)C(O)=O. (3) Given the product [F:1][C:2]1[CH:10]=[CH:9][C:8]2[N:7]([CH2:11][C:12]3[CH:13]=[CH:14][C:15]([C:16]([O:18][CH3:19])=[O:17])=[CH:20][CH:21]=3)[C:6]3[CH2:22][CH2:23][N:24]([CH2:27][CH2:28][N:48]4[CH2:49][CH2:50][CH2:51][N:45]([CH3:44])[CH2:46][CH2:47]4)[C:25](=[O:26])[C:5]=3[C:4]=2[CH:3]=1, predict the reactants needed to synthesize it. The reactants are: [F:1][C:2]1[CH:10]=[CH:9][C:8]2[N:7]([CH2:11][C:12]3[CH:21]=[CH:20][C:15]([C:16]([O:18][CH3:19])=[O:17])=[CH:14][CH:13]=3)[C:6]3[CH2:22][CH2:23][N:24]([CH2:27][CH2:28]O)[C:25](=[O:26])[C:5]=3[C:4]=2[CH:3]=1.CCN(C(C)C)C(C)C.CS(Cl)(=O)=O.[CH3:44][N:45]1[CH2:51][CH2:50][CH2:49][NH:48][CH2:47][CH2:46]1. (4) The reactants are: [F:1][C:2]1[CH:9]=[CH:8][C:7]([OH:10])=[CH:6][C:3]=1[CH:4]=[O:5].[BH4-].[Na+]. Given the product [F:1][C:2]1[CH:9]=[CH:8][C:7]([OH:10])=[CH:6][C:3]=1[CH2:4][OH:5], predict the reactants needed to synthesize it. (5) Given the product [CH3:1][N:2]1[CH2:7][CH2:6][C:5]2[C:8]([CH:11]=[O:12])=[CH:9][S:10][C:4]=2[CH2:3]1, predict the reactants needed to synthesize it. The reactants are: [CH3:1][N:2]1[CH2:7][CH2:6][C:5]2[C:8]([CH2:11][OH:12])=[CH:9][S:10][C:4]=2[CH2:3]1.CC(OI1(OC(C)=O)(OC(C)=O)OC(=O)C2C=CC=CC1=2)=O.[OH-].[Na+]. (6) Given the product [CH:5]([C:4]1[CH:3]=[C:2]([CH:9]=[CH:8][CH:7]=1)[O:1][CH2:11][C:12]([O:14][CH2:15][CH3:16])=[O:13])=[O:6], predict the reactants needed to synthesize it. The reactants are: [OH:1][C:2]1[CH:3]=[C:4]([CH:7]=[CH:8][CH:9]=1)[CH:5]=[O:6].Br[CH2:11][C:12]([O:14][CH2:15][CH3:16])=[O:13].C(=O)([O-])[O-].[K+].[K+].O. (7) Given the product [OH:47][C:26]1([CH3:25])[CH2:31][CH2:30][N:29]([C:32]2[CH:37]=[CH:36][C:35]([C:2]3[C:10]4[C:5](=[CH:6][CH:7]=[C:8]([NH:11][C:12](=[O:24])[CH:13]([N:19]5[CH2:23][CH2:22][CH2:21][CH2:20]5)[C:14]5[CH:18]=[CH:17][S:16][CH:15]=5)[CH:9]=4)[NH:4][N:3]=3)=[CH:34][CH:33]=2)[CH2:28][CH2:27]1, predict the reactants needed to synthesize it. The reactants are: I[C:2]1[C:10]2[C:5](=[CH:6][CH:7]=[C:8]([NH:11][C:12](=[O:24])[CH:13]([N:19]3[CH2:23][CH2:22][CH2:21][CH2:20]3)[C:14]3[CH:18]=[CH:17][S:16][CH:15]=3)[CH:9]=2)[NH:4][N:3]=1.[CH3:25][C:26]1([OH:47])[CH2:31][CH2:30][N:29]([C:32]2[CH:37]=[CH:36][C:35](B3OC(C)(C)C(C)(C)O3)=[CH:34][CH:33]=2)[CH2:28][CH2:27]1. (8) Given the product [O:44]([C:11]([N:13]1[CH2:18][CH2:17][CH2:16][CH2:15]1)=[O:12])[C:38]1[CH:43]=[CH:42][CH:41]=[CH:40][CH:39]=1, predict the reactants needed to synthesize it. The reactants are: [CH2:16]1[CH2:15]C[N:13]([C:11](N=N[C:11]([N:13]2[CH2:18][CH2:17][CH2:16][CH2:15]C2)=[O:12])=[O:12])[CH2:18][CH2:17]1.C1(P(C2C=CC=CC=2)C2C=CC=CC=2)C=CC=CC=1.[C:38]1([OH:44])[CH:43]=[CH:42][CH:41]=[CH:40][CH:39]=1.